From a dataset of Full USPTO retrosynthesis dataset with 1.9M reactions from patents (1976-2016). Predict the reactants needed to synthesize the given product. (1) Given the product [O:11]1[CH:12]=[CH:13][C:9]([C:20]2[CH:21]=[C:16]([CH:17]=[CH:18][CH:19]=2)[CH:14]=[O:15])=[CH:10]1, predict the reactants needed to synthesize it. The reactants are: C1(C)C=CC=CC=1.Br[C:9]1[CH:13]=[CH:12][O:11][CH:10]=1.[CH:14]([C:16]1[CH:17]=[C:18](B(O)O)[CH:19]=[CH:20][CH:21]=1)=[O:15].C([O-])([O-])=O.[K+].[K+]. (2) Given the product [Cl:14][C:11]1[CH:10]=[C:5]([CH:4]=[C:3]([C:1]#[N:2])[C:12]=1[OH:13])[C:6]([O:8][CH3:9])=[O:7], predict the reactants needed to synthesize it. The reactants are: [C:1]([C:3]1[CH:4]=[C:5]([CH:10]=[CH:11][C:12]=1[OH:13])[C:6]([O:8][CH3:9])=[O:7])#[N:2].[Cl:14]N1C(=O)CCC1=O.Cl.C(OCC)(=O)C. (3) The reactants are: Cl[CH2:2][C:3]1[O:4][C:5]2[C:11]([O:12][CH3:13])=[C:10]([O:14][CH3:15])[CH:9]=[C:8]([CH2:16][C:17]3[C:18]([NH2:24])=[N:19][C:20]([NH2:23])=[N:21][CH:22]=3)[C:6]=2[CH:7]=1.[H-].[Na+].[NH:27]([C:31]1[CH:36]=[CH:35][C:34]([SH:37])=[CH:33][CH:32]=1)[C:28]([CH3:30])=[O:29]. Given the product [NH2:23][C:20]1[N:19]=[C:18]([NH2:24])[C:17]([CH2:16][C:8]2[C:6]3[CH:7]=[C:3]([CH2:2][S:37][C:34]4[CH:33]=[CH:32][C:31]([NH:27][C:28](=[O:29])[CH3:30])=[CH:36][CH:35]=4)[O:4][C:5]=3[C:11]([O:12][CH3:13])=[C:10]([O:14][CH3:15])[CH:9]=2)=[CH:22][N:21]=1, predict the reactants needed to synthesize it. (4) Given the product [S:1]1[C:2]2[CH:13]=[CH:12][CH:11]=[CH:10][C:3]=2[C:4]([CH2:6][C:7]([O:9][CH3:14])=[O:8])=[CH:5]1, predict the reactants needed to synthesize it. The reactants are: [S:1]1[CH:5]=[C:4]([CH2:6][C:7]([OH:9])=[O:8])[C:3]2[CH:10]=[CH:11][CH:12]=[CH:13][C:2]1=2.[CH3:14][Si](C=[N+]=[N-])(C)C.